Task: Regression. Given a peptide amino acid sequence and an MHC pseudo amino acid sequence, predict their binding affinity value. This is MHC class II binding data.. Dataset: Peptide-MHC class II binding affinity with 134,281 pairs from IEDB The peptide sequence is KKLALSLASVAMCRTPF. The MHC is HLA-DQA10103-DQB10603 with pseudo-sequence HLA-DQA10103-DQB10603. The binding affinity (normalized) is 0.573.